This data is from Forward reaction prediction with 1.9M reactions from USPTO patents (1976-2016). The task is: Predict the product of the given reaction. Given the reactants [Cl:1][C:2]1[C:7]([N:8]2[CH2:13][CH2:12][CH:11]([C:14]3[CH:19]=[CH:18][C:17]([F:20])=[CH:16][CH:15]=3)[CH2:10][CH2:9]2)=[CH:6][N:5]=[N:4][C:3]=1[NH:21][NH:22][C:23](=O)[CH2:24][CH:25]1[CH2:27][CH2:26]1.P(Cl)(Cl)(Cl)=O, predict the reaction product. The product is: [Cl:1][C:2]1[C:3]2[N:4]([C:23]([CH2:24][CH:25]3[CH2:27][CH2:26]3)=[N:22][N:21]=2)[N:5]=[CH:6][C:7]=1[N:8]1[CH2:13][CH2:12][CH:11]([C:14]2[CH:19]=[CH:18][C:17]([F:20])=[CH:16][CH:15]=2)[CH2:10][CH2:9]1.